From a dataset of Forward reaction prediction with 1.9M reactions from USPTO patents (1976-2016). Predict the product of the given reaction. (1) Given the reactants [Br:1][C:2]1[CH:7]=[C:6]([CH3:8])[C:5]([C:9]([F:13])([F:12])[CH2:10][OH:11])=[C:4]([CH3:14])[CH:3]=1.N1C=CN=C1.[C:20]([Si:24]([CH3:27])([CH3:26])Cl)([CH3:23])([CH3:22])[CH3:21], predict the reaction product. The product is: [Br:1][C:2]1[CH:3]=[C:4]([CH3:14])[C:5]([C:9]([F:12])([F:13])[CH2:10][O:11][Si:24]([C:20]([CH3:23])([CH3:22])[CH3:21])([CH3:27])[CH3:26])=[C:6]([CH3:8])[CH:7]=1. (2) Given the reactants [OH:1][CH:2]1[CH:6]([OH:7])[CH2:5][C:4]([CH3:19])([C:8]([NH:10][CH2:11][CH2:12][C:13]2[CH:18]=[CH:17][CH:16]=[CH:15][CH:14]=2)=[O:9])[CH2:3]1.I([O-])(=O)=O, predict the reaction product. The product is: [CH3:19][C:4]([CH2:3][CH:2]=[O:1])([CH2:5][CH:6]=[O:7])[C:8]([NH:10][CH2:11][CH2:12][C:13]1[CH:18]=[CH:17][CH:16]=[CH:15][CH:14]=1)=[O:9]. (3) Given the reactants [C:1]([C:3]1[N:12]=[C:11]2[C:6]([CH:7]=[CH:8][C:9](=[O:40])[N:10]2[CH2:13][CH2:14][N:15]2[CH2:20][CH2:19][CH:18]([N:21]([CH2:29][C:30]3[N:35]=[CH:34][C:33]4[O:36][CH2:37][CH2:38][O:39][C:32]=4[CH:31]=3)C(=O)OC(C)(C)C)[CH2:17][CH2:16]2)=[CH:5][CH:4]=1)#[N:2].[ClH:41].C([O-])(O)=O.[Na+], predict the reaction product. The product is: [ClH:41].[O:39]1[C:32]2[CH:31]=[C:30]([CH2:29][NH:21][CH:18]3[CH2:17][CH2:16][N:15]([CH2:14][CH2:13][N:10]4[C:11]5[N:12]=[C:3]([C:1]#[N:2])[CH:4]=[CH:5][C:6]=5[CH:7]=[CH:8][C:9]4=[O:40])[CH2:20][CH2:19]3)[N:35]=[CH:34][C:33]=2[O:36][CH2:37][CH2:38]1. (4) Given the reactants Br[C:2]1[CH:7]=[CH:6][C:5]([C:8]2[N:12]3[N:13]=[C:14]([C:17]4[CH:22]=[CH:21][C:20]([O:23][CH3:24])=[C:19]([O:25][CH3:26])[CH:18]=4)[CH:15]=[CH:16][C:11]3=[N:10][C:9]=2[CH3:27])=[CH:4][CH:3]=1.[N:28]1[CH:33]=[CH:32][CH:31]=[C:30](B(O)O)[CH:29]=1.[O-]P([O-])([O-])=O.[K+].[K+].[K+].COC1C=CC=C(OC)C=1C1C=CC=CC=1P(C1CCCCC1)C1CCCCC1, predict the reaction product. The product is: [CH3:26][O:25][C:19]1[CH:18]=[C:17]([C:14]2[CH:15]=[CH:16][C:11]3[N:12]([C:8]([C:5]4[CH:6]=[CH:7][C:2]([C:30]5[CH:29]=[N:28][CH:33]=[CH:32][CH:31]=5)=[CH:3][CH:4]=4)=[C:9]([CH3:27])[N:10]=3)[N:13]=2)[CH:22]=[CH:21][C:20]=1[O:23][CH3:24]. (5) Given the reactants [CH3:1][O:2][C:3](=[O:15])[CH2:4][CH:5]([NH2:14])[C:6]1[CH:11]=[C:10]([F:12])[CH:9]=[C:8]([Br:13])[CH:7]=1.O=C1CCC(=O)N1[O:23][C:24]([C@@H:26]1[CH2:31][CH2:30][CH2:29][N:28]([C:32](=[O:48])[CH2:33][CH2:34][CH:35]2[CH2:40][CH2:39][N:38]([C:41]([O:43][C:44]([CH3:47])([CH3:46])[CH3:45])=[O:42])[CH2:37][CH2:36]2)[CH2:27]1)=O.C(N(CC)CC)C.[Cl-].[NH4+], predict the reaction product. The product is: [Br:13][C:8]1[CH:7]=[C:6]([CH:5]([NH:14][C:24]([C@@H:26]2[CH2:31][CH2:30][CH2:29][N:28]([C:32](=[O:48])[CH2:33][CH2:34][CH:35]3[CH2:40][CH2:39][N:38]([C:41]([O:43][C:44]([CH3:46])([CH3:45])[CH3:47])=[O:42])[CH2:37][CH2:36]3)[CH2:27]2)=[O:23])[CH2:4][C:3]([O:2][CH3:1])=[O:15])[CH:11]=[C:10]([F:12])[CH:9]=1. (6) The product is: [NH2:1][C:2]1[N:7]=[CH:6][N:5]=[C:4]2[N:8]([C@@H:26]3[CH2:31][CH2:30][CH2:29][N:28]([C:32]([C:33](=[CH:39][CH:40]4[CH2:42][CH2:41]4)[C:34]#[N:35])=[O:36])[CH2:27]3)[N:9]=[C:10]([C:11]3[CH:16]=[CH:15][C:14]([O:17][C:18]4[C:23]([F:24])=[CH:22][CH:21]=[CH:20][C:19]=4[F:25])=[CH:13][CH:12]=3)[C:3]=12. Given the reactants [NH2:1][C:2]1[N:7]=[CH:6][N:5]=[C:4]2[N:8]([C@@H:26]3[CH2:31][CH2:30][CH2:29][N:28]([C:32](=[O:36])[CH2:33][C:34]#[N:35])[CH2:27]3)[N:9]=[C:10]([C:11]3[CH:16]=[CH:15][C:14]([O:17][C:18]4[C:23]([F:24])=[CH:22][CH:21]=[CH:20][C:19]=4[F:25])=[CH:13][CH:12]=3)[C:3]=12.N1[CH2:42][CH2:41][CH2:40][CH2:39]C1.C1(C=O)CC1, predict the reaction product. (7) Given the reactants [C:1]([O:5][C:6]([NH:8][CH:9]([CH2:13][CH2:14][S:15]([CH3:17])=[O:16])[C:10]([OH:12])=O)=[O:7])([CH3:4])([CH3:3])[CH3:2].C1C=CC2N(O)N=NC=2C=1.C(N(CC)CC)C.CCN=C=NCCCN(C)C.[CH2:46]([NH2:54])[CH2:47][CH2:48][CH2:49][CH2:50][CH2:51][CH2:52][CH3:53], predict the reaction product. The product is: [CH3:17][S:15]([CH2:14][CH2:13][CH:9]([NH:8][C:6](=[O:7])[O:5][C:1]([CH3:2])([CH3:3])[CH3:4])[C:10]([NH:54][CH2:46][CH2:47][CH2:48][CH2:49][CH2:50][CH2:51][CH2:52][CH3:53])=[O:12])=[O:16].